Dataset: Forward reaction prediction with 1.9M reactions from USPTO patents (1976-2016). Task: Predict the product of the given reaction. (1) Given the reactants [N:1]1([CH2:6][CH2:7][N:8]2[C:16]3[C:11](=[CH:12][C:13]([N:17]4[CH:22]=[CH:21][C:20]([Sn](C)(C)C)=[CH:19][C:18]4=[O:27])=[CH:14][CH:15]=3)[CH:10]=[N:9]2)[CH2:5][CH2:4][CH2:3][CH2:2]1.[CH3:28][C:29]1[CH:30]=[CH:31][C:32]2[O:36][C:35](SC)=[N:34][C:33]=2[CH:39]=1.[ClH:40], predict the reaction product. The product is: [ClH:40].[CH3:28][C:29]1[CH:30]=[CH:31][C:32]2[O:36][C:35]([C:20]3[CH:21]=[CH:22][N:17]([C:13]4[CH:12]=[C:11]5[C:16](=[CH:15][CH:14]=4)[N:8]([CH2:7][CH2:6][N:1]4[CH2:5][CH2:4][CH2:3][CH2:2]4)[N:9]=[CH:10]5)[C:18](=[O:27])[CH:19]=3)=[N:34][C:33]=2[CH:39]=1. (2) Given the reactants Cl.[Cl:2][C:3]1[CH:4]=[CH:5][C:6]2[N:10]=[C:9]([C@@H:11]3[CH2:15][C@H:14]([F:16])[CH2:13][NH:12]3)[NH:8][C:7]=2[C:17]=1[CH3:18].CCN(C(C)C)C(C)C.[CH3:28][C:29]1[CH:30]=[CH:31][C:32]([N:38]2[N:42]=[CH:41][CH:40]=[N:39]2)=[C:33]([CH:37]=1)[C:34](O)=[O:35].CN(C(ON1N=NC2C=CC=NC1=2)=[N+](C)C)C.F[P-](F)(F)(F)(F)F, predict the reaction product. The product is: [Cl:2][C:3]1[CH:4]=[CH:5][C:6]2[N:10]=[C:9]([C@@H:11]3[CH2:15][C@H:14]([F:16])[CH2:13][N:12]3[C:34]([C:33]3[CH:37]=[C:29]([CH3:28])[CH:30]=[CH:31][C:32]=3[N:38]3[N:42]=[CH:41][CH:40]=[N:39]3)=[O:35])[NH:8][C:7]=2[C:17]=1[CH3:18]. (3) The product is: [Br:17][C:18]1[CH:19]=[C:20]([CH:21]=[C:22]([F:24])[CH:23]=1)[CH2:25][NH:26][C:14]([C@@H:9]1[CH2:10][C@@H:11]([F:13])[CH2:12][N:8]1[C:6]([O:5][C:1]([CH3:2])([CH3:3])[CH3:4])=[O:7])=[O:16]. Given the reactants [C:1]([O:5][C:6]([N:8]1[CH2:12][C@H:11]([F:13])[CH2:10][C@H:9]1[C:14]([OH:16])=O)=[O:7])([CH3:4])([CH3:3])[CH3:2].[Br:17][C:18]1[CH:19]=[C:20]([CH2:25][NH2:26])[CH:21]=[C:22]([F:24])[CH:23]=1.C(N(CC)C(C)C)(C)C.CN(C(ON1N=NC2C=CC=NC1=2)=[N+](C)C)C.F[P-](F)(F)(F)(F)F, predict the reaction product. (4) Given the reactants [Cl:1][C:2]1[CH:3]=[C:4]2[C:8](=[CH:9][CH:10]=1)[N:7](C(OC1C=CC=CC=1)=O)[C:6](=[O:20])[C:5]2([C:31]1[C:32]([O:37][CH2:38][CH3:39])=[N:33][CH:34]=[CH:35][CH:36]=1)[O:21][C:22]([O:24]C1C=CC=CC=1)=O.[CH3:40][N:41]1[CH2:46][CH2:45][CH:44]([N:47]2[CH2:52][CH2:51][NH:50][CH2:49][CH2:48]2)[CH2:43][CH2:42]1.C1COCC1, predict the reaction product. The product is: [CH3:40][N:41]1[CH2:42][CH2:43][CH:44]([N:47]2[CH2:52][CH2:51][N:50]([C:22]([O:21][C:5]3([C:31]4[C:32]([O:37][CH2:38][CH3:39])=[N:33][CH:34]=[CH:35][CH:36]=4)[C:4]4[C:8](=[CH:9][CH:10]=[C:2]([Cl:1])[CH:3]=4)[NH:7][C:6]3=[O:20])=[O:24])[CH2:49][CH2:48]2)[CH2:45][CH2:46]1. (5) Given the reactants CC1(C)C(C)(C)OB([C:9]2[CH:17]=[CH:16][CH:15]=[C:14]3[C:10]=2[CH:11]=[CH:12][NH:13]3)O1.[Br:19][C:20]1[CH:25]=[CH:24][C:23](Br)=[CH:22][CH:21]=1.[OH-].[Na+], predict the reaction product. The product is: [Br:19][C:20]1[CH:25]=[CH:24][C:23]([C:9]2[CH:17]=[CH:16][CH:15]=[C:14]3[C:10]=2[CH:11]=[CH:12][NH:13]3)=[CH:22][CH:21]=1. (6) Given the reactants [N+:1]([C:4]1[CH:9]=[CH:8][C:7]([OH:10])=[CH:6][CH:5]=1)([O-:3])=[O:2].[H-].[Na+].Cl[C:14]1[CH:19]=[C:18]([S:20][CH3:21])[N:17]=[CH:16][N:15]=1, predict the reaction product. The product is: [CH3:21][S:20][C:18]1[CH:19]=[C:14]([O:10][C:7]2[CH:8]=[CH:9][C:4]([N+:1]([O-:3])=[O:2])=[CH:5][CH:6]=2)[N:15]=[CH:16][N:17]=1. (7) Given the reactants Cl[CH2:2][CH2:3][CH:4]([C:6]1[CH:11]=[CH:10][CH:9]=[C:8]([Cl:12])[CH:7]=1)[OH:5].[I-:13].[Na+], predict the reaction product. The product is: [Cl:12][C:8]1[CH:7]=[C:6]([CH:4]([OH:5])[CH2:3][CH2:2][I:13])[CH:11]=[CH:10][CH:9]=1.